From a dataset of Full USPTO retrosynthesis dataset with 1.9M reactions from patents (1976-2016). Predict the reactants needed to synthesize the given product. (1) Given the product [CH3:23][C:6]1[CH:7]=[C:8]([O:12][Si:13]([CH:14]([CH3:15])[CH3:16])([CH:17]([CH3:19])[CH3:18])[CH:20]([CH3:22])[CH3:21])[C:9]([CH3:11])=[CH:10][C:5]=1[C:3](=[O:4])[CH2:2][N:37]1[CH2:38][CH2:39][C:34]([OH:40])([C:31]2[CH:32]=[N:33][C:28]([O:27][CH3:26])=[CH:29][CH:30]=2)[CH2:35][CH2:36]1, predict the reactants needed to synthesize it. The reactants are: Cl[CH2:2][C:3]([C:5]1[CH:10]=[C:9]([CH3:11])[C:8]([O:12][Si:13]([CH:20]([CH3:22])[CH3:21])([CH:17]([CH3:19])[CH3:18])[CH:14]([CH3:16])[CH3:15])=[CH:7][C:6]=1[CH3:23])=[O:4].Cl.Cl.[CH3:26][O:27][C:28]1[N:33]=[CH:32][C:31]([C:34]2([OH:40])[CH2:39][CH2:38][NH:37][CH2:36][CH2:35]2)=[CH:30][CH:29]=1. (2) Given the product [CH:1]1([S:4]([C:7]2[CH:8]=[CH:9][C:10]([C@H:13]([C:14]([NH:16][C:17]3[S:18][C:19]([F:22])=[CH:20][N:21]=3)=[O:15])[CH2:23][C@H:24]3[CH2:28][CH2:27][N:26]([C:31]([NH:30][OH:29])=[O:32])[CH2:25]3)=[CH:11][CH:12]=2)(=[O:5])=[O:6])[CH2:3][CH2:2]1, predict the reactants needed to synthesize it. The reactants are: [CH:1]1([S:4]([C:7]2[CH:12]=[CH:11][C:10]([C@@H:13]([CH2:23][C@H:24]3[CH2:28][CH2:27][NH:26][CH2:25]3)[C:14]([NH:16][C:17]3[S:18][C:19]([F:22])=[CH:20][N:21]=3)=[O:15])=[CH:9][CH:8]=2)(=[O:6])=[O:5])[CH2:3][CH2:2]1.[OH:29][NH:30][C:31](=O)[O:32]C1C=CC=CC=1.O. (3) Given the product [C:15]([O:14][C:12]([N:6]1[CH2:7][CH2:8][C@@H:9]([O:10][CH3:11])[C@H:5]1[C:3]([OH:4])=[O:2])=[O:13])([CH3:18])([CH3:16])[CH3:17], predict the reactants needed to synthesize it. The reactants are: C[O:2][C:3]([C@@H:5]1[C@H:9]([O:10][CH3:11])[CH2:8][CH2:7][N:6]1[C:12]([O:14][C:15]([CH3:18])([CH3:17])[CH3:16])=[O:13])=[O:4].[Li+].[OH-]. (4) Given the product [OH:12][CH2:11][C:4]1[CH:5]=[C:6]([CH2:9][OH:10])[CH:7]=[CH:8][C:3]=1[CH2:2][N:1]1[C@H:37]([CH:36]([CH2:39][CH3:40])[CH2:34][CH3:35])[C:27](=[O:29])[NH:26][C@H:22]([CH:14]2[CH2:13][C:21]3[C:16](=[CH:17][CH:18]=[CH:19][CH:20]=3)[CH2:15]2)[C:23]1=[O:25], predict the reactants needed to synthesize it. The reactants are: [NH2:1][CH2:2][C:3]1[CH:8]=[CH:7][C:6]([CH2:9][OH:10])=[CH:5][C:4]=1[CH2:11][OH:12].[CH2:13]1[C:21]2[C:16](=[CH:17][CH:18]=[CH:19][CH:20]=2)[CH2:15][CH:14]1[C@@H:22]([NH:26][C:27]([O:29]C(C)(C)C)=O)[C:23]([OH:25])=O.[CH2:34]([CH:36]([CH2:39][CH3:40])[CH:37]=O)[CH3:35].ClC1C=CC([N+]#[C-])=CC=1.